From a dataset of Catalyst prediction with 721,799 reactions and 888 catalyst types from USPTO. Predict which catalyst facilitates the given reaction. Reactant: Cl[C:2]1[C:11]2=[N:12][N:13](CC3C=CC(OC)=CC=3)[CH:14]=[C:10]2[C:9]2[CH:8]=[C:7]([O:24][CH3:25])[CH:6]=[CH:5][C:4]=2[N:3]=1.[NH2:26][C:27]1[CH:36]=[C:35]2[C:30]([NH:31][CH2:32][C:33](=[O:37])[NH:34]2)=[CH:29][CH:28]=1.Cl. Product: [CH3:25][O:24][C:7]1[CH:6]=[CH:5][C:4]2[N:3]=[C:2]([NH:26][C:27]3[CH:36]=[C:35]4[C:30]([NH:31][CH2:32][C:33](=[O:37])[NH:34]4)=[CH:29][CH:28]=3)[C:11]3=[N:12][NH:13][CH:14]=[C:10]3[C:9]=2[CH:8]=1. The catalyst class is: 71.